Task: Predict which catalyst facilitates the given reaction.. Dataset: Catalyst prediction with 721,799 reactions and 888 catalyst types from USPTO (1) Reactant: [Cl:1][C:2]1[CH:3]=[C:4]([CH:7]=[CH:8][CH:9]=1)[CH2:5]Br.II.[CH:12]([C@@H:14]1[N:18]([CH3:19])[C:17](=[O:20])[CH2:16][C@@H:15]1[C:21]1[CH:26]=[CH:25][CH:24]=[CH:23][CH:22]=1)=[O:13].[NH4+].[Cl-]. Product: [Cl:1][C:2]1[CH:3]=[C:4]([CH2:5][C@H:12]([C@@H:14]2[N:18]([CH3:19])[C:17](=[O:20])[CH2:16][C@@H:15]2[C:21]2[CH:26]=[CH:25][CH:24]=[CH:23][CH:22]=2)[OH:13])[CH:7]=[CH:8][CH:9]=1. The catalyst class is: 332. (2) Reactant: [C:1]([C:9]1[CH:14]=[CH:13][CH:12]=[CH:11][CH:10]=1)(=[O:8])[C:2]1[CH:7]=[CH:6][CH:5]=[CH:4][CH:3]=1.Cl[CH:16]1[CH2:21][CH2:20][N:19]([CH3:22])[CH2:18][CH2:17]1. Product: [C:2]1([C:1]([C:9]2[CH:14]=[CH:13][CH:12]=[CH:11][CH:10]=2)([OH:8])[CH:16]2[CH2:21][CH2:20][N:19]([CH3:22])[CH2:18][CH2:17]2)[CH:7]=[CH:6][CH:5]=[CH:4][CH:3]=1. The catalyst class is: 1. (3) Reactant: [CH3:1][O:2][C:3]([C:5]1[CH:10]=[CH:9][C:8]([Br:11])=[C:7]([NH2:12])[N:6]=1)=[O:4].[F:13][B-](F)(F)F.F[B-](F)(F)F.ClC[N+]12CC[N+](F)(CC1)CC2. Product: [CH3:1][O:2][C:3]([C:5]1[C:10]([F:13])=[CH:9][C:8]([Br:11])=[C:7]([NH2:12])[N:6]=1)=[O:4]. The catalyst class is: 10. (4) Reactant: O.I([O-])(=O)(=O)=O.[Na+].C1(N[C@H](C(O)=[O:18])C)C=CC=CC=1.[NH2:20][C@H:21]([CH2:29][OH:30])[CH2:22][C:23]1[CH:28]=[CH:27][CH:26]=[CH:25][CH:24]=1. Product: [NH2:20][C@H:21]([C:29]([OH:18])=[O:30])[CH2:22][C:23]1[CH:24]=[CH:25][CH:26]=[CH:27][CH:28]=1. The catalyst class is: 22.